Dataset: Forward reaction prediction with 1.9M reactions from USPTO patents (1976-2016). Task: Predict the product of the given reaction. (1) Given the reactants [N:1]1([CH2:6][CH2:7][C:8]2[C:16]3[C:11](=[CH:12][CH:13]=[C:14]([NH2:17])[CH:15]=3)[NH:10][CH:9]=2)[CH2:5][CH2:4][CH2:3][CH2:2]1.I.[S:19]1[CH:23]=[CH:22][CH:21]=[C:20]1[C:24](SC)=[NH:25].C([O-])(O)=O.[Na+], predict the reaction product. The product is: [N:1]1([CH2:6][CH2:7][C:8]2[C:16]3[C:11](=[CH:12][CH:13]=[C:14]([NH:17][C:24]([C:20]4[S:19][CH:23]=[CH:22][CH:21]=4)=[NH:25])[CH:15]=3)[NH:10][CH:9]=2)[CH2:5][CH2:4][CH2:3][CH2:2]1. (2) Given the reactants [CH3:1][CH:2]([Si:4]([CH:23]([CH3:25])[CH3:24])([CH:20]([CH3:22])[CH3:21])[O:5][CH2:6][C:7]#[C:8][C:9]1[N:17]2[C:12]([CH:13]=[CH:14][CH:15]=[CH:16]2)=[CH:11][C:10]=1[CH2:18][OH:19])[CH3:3], predict the reaction product. The product is: [CH3:22][CH:20]([Si:4]([CH:2]([CH3:3])[CH3:1])([CH:23]([CH3:25])[CH3:24])[O:5][CH2:6][C:7]#[C:8][C:9]1[N:17]2[C:12]([CH:13]=[CH:14][CH:15]=[CH:16]2)=[CH:11][C:10]=1[CH:18]=[O:19])[CH3:21]. (3) The product is: [NH2:32][C:29]1[CH:28]=[CH:27][C:26]([CH:10]2[CH:9]([C:6]3[CH:5]=[CH:4][C:3]([O:2][CH3:1])=[CH:8][CH:7]=3)[N:12]([C:13]3[CH:18]=[C:17]([O:19][CH3:20])[C:16]([O:21][CH3:22])=[C:15]([O:23][CH3:24])[CH:14]=3)[C:11]2=[O:25])=[CH:31][CH:30]=1. Given the reactants [CH3:1][O:2][C:3]1[CH:8]=[CH:7][C:6]([CH:9]2[N:12]([C:13]3[CH:18]=[C:17]([O:19][CH3:20])[C:16]([O:21][CH3:22])=[C:15]([O:23][CH3:24])[CH:14]=3)[C:11](=[O:25])[CH:10]2[C:26]2[CH:31]=[CH:30][C:29]([N+:32]([O-])=O)=[CH:28][CH:27]=2)=[CH:5][CH:4]=1.[Na+].[Cl-], predict the reaction product.